From a dataset of Reaction yield outcomes from USPTO patents with 853,638 reactions. Predict the reaction yield, written as a fraction of the theoretical maximum amount of product (1.0 means a 100% yield; for example, 0.34 means a 34% yield). (1) The reactants are [F:1][C:2]1[CH:7]=[CH:6][C:5]([N:8]2[CH2:17][CH2:16][C:15]3[C:10](=[CH:11][CH:12]=[C:13]([O:18][CH2:19][C:20]4[CH:25]=[CH:24][CH:23]=[CH:22][CH:21]=4)[CH:14]=3)[CH:9]2[CH2:26][C:27]2[CH:32]=[CH:31][C:30]([OH:33])=[CH:29][CH:28]=2)=[CH:4][CH:3]=1.[CH3:34][N:35]1[CH2:39][CH2:38][CH:37](O)[CH2:36]1.C(P(CCCC)CCCC)CCC.N(C(N1CCCCC1)=O)=NC(N1CCCCC1)=O. The catalyst is C1COCC1.C(=O)(O)[O-].[Na+].C(Cl)Cl.CO.ClCCl. The product is [F:1][C:2]1[CH:7]=[CH:6][C:5]([N:8]2[CH2:17][CH2:16][C:15]3[C:10](=[CH:11][CH:12]=[C:13]([O:18][CH2:19][C:20]4[CH:25]=[CH:24][CH:23]=[CH:22][CH:21]=4)[CH:14]=3)[CH:9]2[CH2:26][C:27]2[CH:28]=[CH:29][C:30]([O:33][CH:37]3[CH2:38][CH2:39][N:35]([CH3:34])[CH2:36]3)=[CH:31][CH:32]=2)=[CH:4][CH:3]=1. The yield is 0.560. (2) The reactants are [O:1]1[C:6]2=[CH:7][C:8]3[C:9](=[O:15])[C:10](=[O:14])[NH:11][C:12]=3[CH:13]=[C:5]2[O:4][CH2:3][CH2:2]1.[H-].[Na+].Br[CH2:19][C:20]1[O:21][C:22]([C:25]([F:28])([F:27])[F:26])=[CH:23][CH:24]=1. The catalyst is CN(C)C=O. The product is [F:26][C:25]([F:28])([F:27])[C:22]1[O:21][C:20]([CH2:19][N:11]2[C:12]3[CH:13]=[C:5]4[O:4][CH2:3][CH2:2][O:1][C:6]4=[CH:7][C:8]=3[C:9](=[O:15])[C:10]2=[O:14])=[CH:24][CH:23]=1. The yield is 0.780. (3) The reactants are [NH:1]1[C:5]2=[N:6][CH:7]=[CH:8][CH:9]=[C:4]2[C:3]([CH:10]([C:12]2[CH:13]=[N:14][C:15]([NH:18][CH2:19][C:20]3[CH:25]=[CH:24][C:23]([C:26]([F:29])([F:28])[F:27])=[CH:22][CH:21]=3)=[CH:16][CH:17]=2)O)=[CH:2]1.FC(F)(F)C(O)=O.C([SiH](CC)CC)C.C(=O)(O)[O-].[Na+]. No catalyst specified. The product is [NH:1]1[C:5]2=[N:6][CH:7]=[CH:8][CH:9]=[C:4]2[C:3]([CH2:10][C:12]2[CH:17]=[CH:16][C:15]([NH:18][CH2:19][C:20]3[CH:25]=[CH:24][C:23]([C:26]([F:27])([F:29])[F:28])=[CH:22][CH:21]=3)=[N:14][CH:13]=2)=[CH:2]1. The yield is 0.628. (4) The reactants are [N+:1]([C:4]1[CH:9]=[CH:8][CH:7]=[CH:6][C:5]=1[C:10]1[S:14][C:13]([C:15]([O:17]CC)=O)=[N:12][N:11]=1)([O-])=O.CO.[CH2:22]([N:24](CC)CC)C. No catalyst specified. The product is [NH2:1][C:4]1[CH:9]=[CH:8][CH:7]=[CH:6][C:5]=1[C:10]1[S:14][C:13]([C:15]([NH:24][CH3:22])=[O:17])=[N:12][N:11]=1. The yield is 0.880. (5) The reactants are [OH:1][C:2]1[CH:11]=[CH:10][C:9]2[O:8][C:7](=[O:12])[CH:6]=[CH:5][C:4]=2[C:3]=1[C:13]([O:15][CH3:16])=[O:14].CCN(C(C)C)C(C)C.[F:26][C:27]([F:40])([F:39])[S:28](O[S:28]([C:27]([F:40])([F:39])[F:26])(=[O:30])=[O:29])(=[O:30])=[O:29]. The catalyst is ClCCl. The product is [F:26][C:27]([F:40])([F:39])[S:28]([O:1][C:2]1[CH:11]=[CH:10][C:9]2[O:8][C:7](=[O:12])[CH:6]=[CH:5][C:4]=2[C:3]=1[C:13]([O:15][CH3:16])=[O:14])(=[O:30])=[O:29]. The yield is 0.780. (6) The reactants are [H-].[Na+].[O:3]1[C:7]2[CH:8]=[CH:9][C:10]([C:12]3([C:15]([NH:17][C:18]4[CH:19]=[CH:20][C:21]([CH3:35])=[C:22]([C:24]5[CH:29]=[CH:28][C:27]([C:30]([N:32]([CH3:34])[CH3:33])=[O:31])=[CH:26][CH:25]=5)[CH:23]=4)=[O:16])[CH2:14][CH2:13]3)=[CH:11][C:6]=2[O:5][CH2:4]1.IC. The catalyst is O1CCCC1.CN(C)C=O. The product is [O:3]1[C:7]2[CH:8]=[CH:9][C:10]([C:12]3([C:15]([NH:17][C:18]4[CH:19]=[CH:20][C:21]([CH2:35][O:3][CH:7]([CH3:8])[CH3:6])=[C:22]([C:24]5[CH:25]=[CH:26][C:27]([C:30]([N:32]([CH3:34])[CH3:33])=[O:31])=[CH:28][CH:29]=5)[CH:23]=4)=[O:16])[CH2:14][CH2:13]3)=[CH:11][C:6]=2[O:5][CH2:4]1. The yield is 0.420.